This data is from Full USPTO retrosynthesis dataset with 1.9M reactions from patents (1976-2016). The task is: Predict the reactants needed to synthesize the given product. (1) Given the product [CH2:13]([NH:12][C:10]([N:7]1[CH:6]=[CH:5][N:9]=[CH:8]1)=[O:11])[CH3:14], predict the reactants needed to synthesize it. The reactants are: Cl.C(N)C.[CH:5]1[N:9]=[CH:8][N:7]([C:10]([N:12]2C=N[CH:14]=[CH:13]2)=[O:11])[CH:6]=1. (2) Given the product [CH3:18][C:17]([CH3:20])([CH3:19])[CH2:21][C:22]([NH:1][C:2]1[C:3]([CH3:16])=[C:4]([CH3:15])[C:5]2[O:9][C:8]([CH3:10])([CH3:11])[C:7](=[O:12])[C:6]=2[C:13]=1[CH3:14])=[O:23], predict the reactants needed to synthesize it. The reactants are: [NH2:1][C:2]1[C:3]([CH3:16])=[C:4]([CH3:15])[C:5]2[O:9][C:8]([CH3:11])([CH3:10])[C:7](=[O:12])[C:6]=2[C:13]=1[CH3:14].[C:17]([CH2:21][C:22](Cl)=[O:23])([CH3:20])([CH3:19])[CH3:18].C(N(CC)CC)C.O.